Predict the reactants needed to synthesize the given product. From a dataset of Full USPTO retrosynthesis dataset with 1.9M reactions from patents (1976-2016). Given the product [F:1][C:2]1[CH:3]=[CH:4][C:5]([N:8]2[C:16]3[C:11](=[CH:12][C:13]([CH:17]([CH2:25][C:26]4[CH:27]=[CH:28][CH:29]=[CH:30][CH:31]=4)[C:18]([CH3:23])([CH3:24])[C:19]([OH:21])=[O:20])=[CH:14][CH:15]=3)[CH:10]=[N:9]2)=[CH:6][CH:7]=1, predict the reactants needed to synthesize it. The reactants are: [F:1][C:2]1[CH:7]=[CH:6][C:5]([N:8]2[C:16]3[C:11](=[CH:12][C:13]([CH:17]([CH2:25][C:26]4[CH:31]=[CH:30][CH:29]=[CH:28][CH:27]=4)[C:18]([CH3:24])([CH3:23])[C:19]([O:21]C)=[O:20])=[CH:14][CH:15]=3)[CH:10]=[N:9]2)=[CH:4][CH:3]=1.O.[OH-].[Li+].C(O)(=O)CC(CC(O)=O)(C(O)=O)O.